This data is from Forward reaction prediction with 1.9M reactions from USPTO patents (1976-2016). The task is: Predict the product of the given reaction. (1) Given the reactants [S:1]1[CH:5]=[CH:4][CH:3]=[C:2]1[S:6]([NH:9][C:10]1[CH:11]=[CH:12][CH:13]=[C:14]2[C:18]=1[NH:17][C:16]([C:19](=[S:21])[NH2:20])=[CH:15]2)(=[O:8])=[O:7].[C:22]([O:27][CH2:28][CH3:29])(=[O:26])[C:23]#[C:24][CH3:25].C(P(CCCC)CCCC)CCC.C1(C)C=CC=CC=1, predict the reaction product. The product is: [CH2:28]([O:27][C:22](=[O:26])[CH2:23][CH:24]1[S:21][C:19]([C:16]2[NH:17][C:18]3[C:14]([CH:15]=2)=[CH:13][CH:12]=[CH:11][C:10]=3[NH:9][S:6]([C:2]2[S:1][CH:5]=[CH:4][CH:3]=2)(=[O:7])=[O:8])=[N:20][CH2:25]1)[CH3:29]. (2) Given the reactants [CH3:1][O:2][C:3]1[CH:8]=[CH:7][C:6]([O:9][CH3:10])=[CH:5][C:4]=1[S:11]([NH:14][C@H:15]1[CH2:19][N:18]([C:20]([O:22][C:23]([CH3:26])([CH3:25])[CH3:24])=[O:21])[C@@H:17]([CH2:27][N:28]2[C:36](=[O:37])[C:35]3[C:30](=[CH:31][CH:32]=[CH:33][CH:34]=3)[C:29]2=[O:38])[CH2:16]1)(=[O:13])=[O:12].C(=O)([O-])[O-].[Cs+].[Cs+].[CH2:45](Br)[C:46]1[CH:51]=[CH:50][CH:49]=[CH:48][CH:47]=1, predict the reaction product. The product is: [CH3:1][O:2][C:3]1[CH:8]=[CH:7][C:6]([O:9][CH3:10])=[CH:5][C:4]=1[S:11]([N:14]([CH2:45][C:46]1[CH:51]=[CH:50][CH:49]=[CH:48][CH:47]=1)[C@H:15]1[CH2:19][N:18]([C:20]([O:22][C:23]([CH3:26])([CH3:25])[CH3:24])=[O:21])[C@@H:17]([CH2:27][N:28]2[C:29](=[O:38])[C:30]3[C:35](=[CH:34][CH:33]=[CH:32][CH:31]=3)[C:36]2=[O:37])[CH2:16]1)(=[O:13])=[O:12]. (3) Given the reactants [C:1]([OH:4])(=[S:3])[CH3:2].C(N(CC)CC)C.Cl[CH:13]([C:17](=[O:19])[CH3:18])[C:14](=[O:16])[CH3:15], predict the reaction product. The product is: [C:1](=[O:4])([S:3][CH:13]([C:17](=[O:19])[CH3:18])[C:14](=[O:16])[CH3:15])[CH3:2]. (4) The product is: [CH3:16][C:17]1[CH:22]=[CH:21][C:20]([S:23]([NH:1][C:2]2[CH:3]=[CH:4][CH:5]=[C:6]3[C:10]=2[NH:9][C:8]([C:11]([O:13][CH2:14][CH3:15])=[O:12])=[CH:7]3)(=[O:25])=[O:24])=[CH:19][CH:18]=1. Given the reactants [NH2:1][C:2]1[CH:3]=[CH:4][CH:5]=[C:6]2[C:10]=1[NH:9][C:8]([C:11]([O:13][CH2:14][CH3:15])=[O:12])=[CH:7]2.[CH3:16][C:17]1[CH:22]=[CH:21][C:20]([S:23](Cl)(=[O:25])=[O:24])=[CH:19][CH:18]=1, predict the reaction product.